Dataset: Full USPTO retrosynthesis dataset with 1.9M reactions from patents (1976-2016). Task: Predict the reactants needed to synthesize the given product. (1) Given the product [N:5]1[C:6]2[C:11](=[CH:10][CH:9]=[CH:8][CH:7]=2)[CH:2]=[N:3][CH:4]=1, predict the reactants needed to synthesize it. The reactants are: Cl[C:2]1[C:11]2[C:6](=[CH:7][CH:8]=[CH:9][CH:10]=2)[N:5]=[CH:4][N:3]=1.C[O-].[Na+]. (2) Given the product [CH:19]1([C@H:4]2[C@H:3]([CH3:22])[C@@H:2]([NH:1][C:36]3[CH:37]=[CH:32][CH:31]=[C:26]([CH3:27])[N:24]=3)[C:11]3[C:6](=[CH:7][CH:8]=[C:9]([S:12]([CH3:15])(=[O:14])=[O:13])[CH:10]=3)[N:5]2[C:16](=[O:18])[CH3:17])[CH2:21][CH2:20]1, predict the reactants needed to synthesize it. The reactants are: [NH2:1][C@H:2]1[C:11]2[C:6](=[CH:7][CH:8]=[C:9]([S:12]([CH3:15])(=[O:14])=[O:13])[CH:10]=2)[N:5]([C:16](=[O:18])[CH3:17])[C@@H:4]([CH:19]2[CH2:21][CH2:20]2)[C@@H:3]1[CH3:22].C[N:24]([C:26]1[C:31]([C:32]2[C:37](P(C3CCCCC3)C3CCCCC3)=[CH:36]C=CC=2)=CC=C[CH:27]=1)C.BrC1C=CC=C(C)N=1.CC(C)([O-])C.[Na+]. (3) Given the product [Cl:29][C:23]1[C:24]([Cl:28])=[CH:25][CH:26]=[CH:27][C:22]=1[S:19]([NH:18][C:12]1[C:11]([O:9][CH2:8][C:3]2[C:2]([CH3:1])=[CH:7][CH:6]=[CH:5][N:4]=2)=[N:16][C:15]([CH3:17])=[CH:14][N:13]=1)(=[O:20])=[O:21], predict the reactants needed to synthesize it. The reactants are: [CH3:1][C:2]1[C:3]([CH2:8][OH:9])=[N:4][CH:5]=[CH:6][CH:7]=1.Br[C:11]1[C:12]([NH:18][S:19]([C:22]2[CH:27]=[CH:26][CH:25]=[C:24]([Cl:28])[C:23]=2[Cl:29])(=[O:21])=[O:20])=[N:13][CH:14]=[C:15]([CH3:17])[N:16]=1. (4) Given the product [C:69]([O:68][C:66](=[O:67])[C@@H:65]([NH:64][C:2]1[CH:6]=[C:5]([C:7]#[C:8][C:9]([CH3:12])([CH3:11])[CH3:10])[S:4][C:3]=1[C:13]([O:15][CH3:16])=[O:14])[CH2:73][CH3:74])([CH3:71])([CH3:70])[CH3:72], predict the reactants needed to synthesize it. The reactants are: Br[C:2]1[CH:6]=[C:5]([C:7]#[C:8][C:9]([CH3:12])([CH3:11])[CH3:10])[S:4][C:3]=1[C:13]([O:15][CH3:16])=[O:14].C1C=CC(P(C2C(C3C(P(C4C=CC=CC=4)C4C=CC=CC=4)=CC=C4C=3C=CC=C4)=C3C(C=CC=C3)=CC=2)C2C=CC=CC=2)=CC=1.Cl.[NH2:64][C@@H:65]([CH2:73][CH3:74])[C:66]([O:68][C:69]([CH3:72])([CH3:71])[CH3:70])=[O:67].C(=O)([O-])[O-].[Cs+].[Cs+]. (5) The reactants are: [C:1]1([NH2:8])[CH:6]=[CH:5][CH:4]=[CH:3][C:2]=1[NH2:7].NC1C(C(O)=[O:16])=NNC=1.C(Cl)CCl.C1C=[CH:24][C:25]2[N:30]([OH:31])[N:29]=[N:28][C:26]=2[CH:27]=1. Given the product [N+:30]([C:25]1[C:26]([C:27]2[NH:8][C:1]3[CH:6]=[CH:5][CH:4]=[CH:3][C:2]=3[N:7]=2)=[N:28][NH:29][CH:24]=1)([O-:31])=[O:16], predict the reactants needed to synthesize it. (6) Given the product [S:4]1[CH:5]=[CH:6][C:2]([O:11][CH2:10][CH2:9][OH:12])=[CH:3]1, predict the reactants needed to synthesize it. The reactants are: I[C:2]1[CH:6]=[CH:5][S:4][CH:3]=1.[H-].[Li+].[CH2:9]([OH:12])[CH2:10][OH:11].